Dataset: Reaction yield outcomes from USPTO patents with 853,638 reactions. Task: Predict the reaction yield, written as a fraction of the theoretical maximum amount of product (1.0 means a 100% yield; for example, 0.34 means a 34% yield). (1) The reactants are [NH2:1][C:2]1[CH:9]=[CH:8][C:5]([C:6]#[N:7])=[CH:4][CH:3]=1.[N-:10]=[N+:11]=[N-:12].[Na+].[Cl-].[NH4+]. The catalyst is CN(C=O)C. The product is [NH:10]1[C:6]([C:5]2[CH:8]=[CH:9][C:2]([NH2:1])=[CH:3][CH:4]=2)=[N:7][N:12]=[N:11]1. The yield is 0.740. (2) The reactants are [CH:1]([S:3]([N:6]1[CH2:11][CH2:10][N:9]([C:12]([O:14][CH2:15][C:16]2[CH:21]=[CH:20][CH:19]=[CH:18][CH:17]=2)=[O:13])[CH2:8][CH2:7]1)(=[O:5])=[O:4])=[CH2:2].[CH3:22][NH:23][CH3:24]. The catalyst is C1COCC1.O. The product is [CH3:22][N:23]([CH3:24])[CH2:2][CH2:1][S:3]([N:6]1[CH2:11][CH2:10][N:9]([C:12]([O:14][CH2:15][C:16]2[CH:21]=[CH:20][CH:19]=[CH:18][CH:17]=2)=[O:13])[CH2:8][CH2:7]1)(=[O:5])=[O:4]. The yield is 0.870. (3) The reactants are [Cl:1][C:2]1[CH:38]=[CH:37][C:5]([CH2:6][N:7]2[C:15]3[C:14](=[O:16])[N:13]([CH2:17][CH2:18][C:19](=[O:22])[CH2:20][CH3:21])[C:12](=[O:23])[N:11]([CH3:24])[C:10]=3[N:9]=[C:8]2[O:25][C:26]2[CH:31]=[CH:30][CH:29]=[C:28]([O:32][C:33]([F:36])([F:35])[F:34])[CH:27]=2)=[CH:4][CH:3]=1.[BH4-].[Na+]. The catalyst is CO.C(OCC)(=O)C.O. The product is [Cl:1][C:2]1[CH:3]=[CH:4][C:5]([CH2:6][N:7]2[C:15]3[C:14](=[O:16])[N:13]([CH2:17][CH2:18][CH:19]([OH:22])[CH2:20][CH3:21])[C:12](=[O:23])[N:11]([CH3:24])[C:10]=3[N:9]=[C:8]2[O:25][C:26]2[CH:31]=[CH:30][CH:29]=[C:28]([O:32][C:33]([F:36])([F:34])[F:35])[CH:27]=2)=[CH:37][CH:38]=1. The yield is 0.335. (4) The reactants are [CH2:1]([Cl:3])[Cl:2].[Li]CCCC.[B:9]([O:16][CH2:17][CH3:18])([O:13][CH2:14][CH3:15])OCC.Cl.[C:20]12(O)[CH2:28][CH:24]([C:25]1([CH3:27])[CH3:26])CCC2(O)C. The catalyst is C1COCC1.C(OCC)C. The yield is 0.600. The product is [Cl:2][CH:1]([Cl:3])[B:9]1[O:13][CH:14]2[CH2:15][C@@H:24]3[CH2:28][C@H:20]([C@:17]2([CH3:18])[O:16]1)[C:25]3([CH3:27])[CH3:26]. (5) The reactants are Br[C:2]1[CH:3]=[CH:4][C:5]2[O:30][CH2:29][C:8]3([C:16]4[C:11](=[CH:12][CH:13]=[CH:14][CH:15]=4)[N:10]([CH2:17][C:18]([NH:20][C:21]4[CH:26]=[CH:25][CH:24]=[CH:23][C:22]=4[F:27])=[O:19])[C:9]3=[O:28])[C:6]=2[CH:7]=1.BrC1C=CC2C3(COC=2C=1)C1C(=CC=CC=1)[N:40]([CH2:47][CH2:48][CH2:49][CH2:50][CH3:51])C3=O. No catalyst specified. The product is [F:27][C:22]1[CH:23]=[CH:24][CH:25]=[CH:26][C:21]=1[NH:20][C:18](=[O:19])[CH2:17][N:10]1[C:11]2[C:16](=[CH:15][CH:14]=[CH:13][CH:12]=2)[C:8]2([C:6]3[CH:7]=[C:2]([C:50]4[CH:51]=[N:40][CH:47]=[CH:48][CH:49]=4)[CH:3]=[CH:4][C:5]=3[O:30][CH2:29]2)[C:9]1=[O:28]. The yield is 0.550. (6) The reactants are [NH:1]1[CH2:6][CH2:5][C:4]2([C:10]3[CH:11]=[CH:12][C:13]([OH:15])=[CH:14][C:9]=3[O:8][CH2:7]2)[CH2:3][CH2:2]1.C(O[BH-](OC(=O)C)OC(=O)C)(=O)C.[Na+].[CH:30](=O)[C:31]1[CH:36]=[CH:35][CH:34]=[CH:33][CH:32]=1. The catalyst is ClCCCl.ClCCl. The product is [CH2:30]([N:1]1[CH2:6][CH2:5][C:4]2([C:10]3[CH:11]=[CH:12][C:13]([OH:15])=[CH:14][C:9]=3[O:8][CH2:7]2)[CH2:3][CH2:2]1)[C:31]1[CH:36]=[CH:35][CH:34]=[CH:33][CH:32]=1. The yield is 0.931. (7) The reactants are [Br:1][C:2]1[CH:8]=[CH:7][C:6]([F:9])=[CH:5][C:3]=1N.N(OCCC(C)C)=O.[CH3:18][S:19]SC. No catalyst specified. The product is [Br:1][C:2]1[CH:8]=[CH:7][C:6]([F:9])=[CH:5][C:3]=1[S:19][CH3:18]. The yield is 0.760.